Dataset: Full USPTO retrosynthesis dataset with 1.9M reactions from patents (1976-2016). Task: Predict the reactants needed to synthesize the given product. (1) The reactants are: [CH3:1][NH:2][C:3](=[O:28])[C:4]1[CH:9]=[C:8]([Br:10])[C:7]([CH2:11][NH:12][S:13]([C:16]2[CH:21]=[CH:20][C:19]([N+:22]([O-:24])=[O:23])=[CH:18][CH:17]=2)(=[O:15])=[O:14])=[CH:6][C:5]=1[O:25][CH2:26][CH3:27].Br[CH2:30][C:31]([C:33]1[CH:38]=[C:37]([C:39]([CH3:42])([CH3:41])[CH3:40])[C:36]([OH:43])=[C:35]([C:44]([CH3:47])([CH3:46])[CH3:45])[CH:34]=1)=[O:32].C(=O)([O-])[O-].[Cs+].[Cs+]. Given the product [CH3:1][NH:2][C:3](=[O:28])[C:4]1[CH:9]=[C:8]([Br:10])[C:7]([CH2:11][N:12]([CH2:30][C:31]([C:33]2[CH:38]=[C:37]([C:39]([CH3:41])([CH3:40])[CH3:42])[C:36]([OH:43])=[C:35]([C:44]([CH3:47])([CH3:46])[CH3:45])[CH:34]=2)=[O:32])[S:13]([C:16]2[CH:17]=[CH:18][C:19]([N+:22]([O-:24])=[O:23])=[CH:20][CH:21]=2)(=[O:15])=[O:14])=[CH:6][C:5]=1[O:25][CH2:26][CH3:27], predict the reactants needed to synthesize it. (2) Given the product [C:1]([O:5][C:6](=[O:22])[NH:7][CH2:8][C@H:9]1[CH2:11][C@@H:10]1[C:12]1[C:13]2[N:14]([N:18]=[C:19]([CH3:21])[CH:20]=2)[CH:15]=[CH:16][CH:17]=1)([CH3:4])([CH3:3])[CH3:2], predict the reactants needed to synthesize it. The reactants are: [C:1]([O:5][C:6](=[O:22])[NH:7][CH2:8][C@@H:9]1[CH2:11][C@H:10]1[C:12]1[C:13]2[N:14]([N:18]=[C:19]([CH3:21])[CH:20]=2)[CH:15]=[CH:16][CH:17]=1)([CH3:4])([CH3:3])[CH3:2].CC(NCCC#N)CC1C=CC=CC=1.Cl.C(=O)=O. (3) Given the product [Br:23][C:20]1[CH:21]=[C:22]2[C:14]([C:13]3[O:12][N:11]=[CH:10][C:9]=3[C:3]3[CH:4]=[CH:5][CH:6]=[C:7]([F:8])[C:2]=3[F:1])=[N:15][NH:16][C:17]2=[N:18][CH:19]=1, predict the reactants needed to synthesize it. The reactants are: [F:1][C:2]1[C:7]([F:8])=[CH:6][CH:5]=[CH:4][C:3]=1[C:9]1[CH:10]=[N:11][O:12][C:13]=1[C:14]1[C:22]2[C:17](=[N:18][CH:19]=[CH:20][CH:21]=2)[NH:16][N:15]=1.[Br:23]C1C=CC(F)=NC=1. (4) Given the product [ClH:30].[CH3:25][O:24][C:21]1[CH:22]=[CH:23][C:18]2[N:17]=[C:15]([CH2:14][O:13][C:12]3[CH:28]=[CH:29][C:9]([CH2:8][CH:4]4[S:3][C:2](=[O:1])[NH:6][C:5]4=[O:7])=[CH:10][CH:11]=3)[N:26]([CH3:27])[C:19]=2[CH:20]=1, predict the reactants needed to synthesize it. The reactants are: [O:1]=[C:2]1[NH:6][C:5](=[O:7])[CH:4]([CH2:8][C:9]2[CH:29]=[CH:28][C:12]([O:13][CH2:14][C:15]([NH:17][C:18]3[CH:23]=[CH:22][C:21]([O:24][CH3:25])=[CH:20][C:19]=3[NH:26][CH3:27])=O)=[CH:11][CH:10]=2)[S:3]1.[ClH:30].CO. (5) Given the product [Br:15][C:13]1[CH:12]=[CH:11][C:6]2[N:7]([CH2:8][CH2:9][OH:10])[C:3]([CH2:2][NH:1][C:22](=[O:23])[O:24][C:25]([CH3:28])([CH3:27])[CH3:26])=[N:4][C:5]=2[CH:14]=1, predict the reactants needed to synthesize it. The reactants are: [NH2:1][CH2:2][C:3]1[N:7]([CH2:8][CH2:9][OH:10])[C:6]2[CH:11]=[CH:12][C:13]([Br:15])=[CH:14][C:5]=2[N:4]=1.C([O-])([O-])=O.[K+].[K+].[C:22](O[C:22]([O:24][C:25]([CH3:28])([CH3:27])[CH3:26])=[O:23])([O:24][C:25]([CH3:28])([CH3:27])[CH3:26])=[O:23]. (6) Given the product [O:1]1[C:9]2[C:4](=[N:5][CH:6]=[C:7]([OH:13])[CH:8]=2)[O:3][CH2:2]1, predict the reactants needed to synthesize it. The reactants are: [O:1]1[C:9]2[C:4](=[N:5][CH:6]=[C:7](B(O)O)[CH:8]=2)[O:3][CH2:2]1.[OH:13]O. (7) Given the product [CH3:13][N:5]([CH2:4][CH2:3][CH:2]=[O:1])[C:6](=[O:12])[O:7][C:8]([CH3:11])([CH3:9])[CH3:10], predict the reactants needed to synthesize it. The reactants are: [OH:1][CH2:2][CH2:3][CH2:4][N:5]([CH3:13])[C:6](=[O:12])[O:7][C:8]([CH3:11])([CH3:10])[CH3:9].C(=O)(O)[O-].[Na+].CC(OI1(OC(C)=O)(OC(C)=O)OC(=O)C2C=CC=CC1=2)=O. (8) Given the product [CH3:19][S:20]([O:1][CH2:2][CH:3]([NH:11][C:12]([O:13][C:14]([CH3:15])([CH3:17])[CH3:16])=[O:18])[C:4]1[CH:9]=[CH:8][CH:7]=[C:6]([CH3:10])[N:5]=1)(=[O:22])=[O:21], predict the reactants needed to synthesize it. The reactants are: [OH:1][CH2:2][CH:3]([NH:11][C:12](=[O:18])[O:13][C:14]([CH3:17])([CH3:16])[CH3:15])[C:4]1[CH:9]=[CH:8][CH:7]=[C:6]([CH3:10])[N:5]=1.[CH3:19][S:20](Cl)(=[O:22])=[O:21].C([O-])(O)=O.[Na+]. (9) Given the product [CH3:29][C@H:26]1[N:25]([S:30]([C:33]2[CH:38]=[CH:37][CH:36]=[CH:35][N:34]=2)(=[O:32])=[O:31])[CH2:24][C@@H:23]([OH:39])[C@H:22]([NH:21][C:8](=[O:9])[CH:7]([C:3]2[CH:2]=[C:1]([C:15]3[CH:20]=[CH:19][CH:18]=[CH:17][CH:16]=3)[CH:6]=[CH:5][CH:4]=2)[CH2:11][CH:12]([CH3:14])[CH3:13])[CH2:28][CH2:27]1, predict the reactants needed to synthesize it. The reactants are: [C:1]1([C:15]2[CH:20]=[CH:19][CH:18]=[CH:17][CH:16]=2)[CH:6]=[CH:5][CH:4]=[C:3]([CH:7]([CH2:11][CH:12]([CH3:14])[CH3:13])[C:8](O)=[O:9])[CH:2]=1.[NH2:21][C@@H:22]1[CH2:28][CH2:27][C@@H:26]([CH3:29])[N:25]([S:30]([C:33]2[CH:38]=[CH:37][CH:36]=[CH:35][N:34]=2)(=[O:32])=[O:31])[CH2:24][C@H:23]1[OH:39].CCN=C=NCCCN(C)C.C1C=CC2N(O)N=NC=2C=1.C(N(C(C)C)CC)(C)C.